From a dataset of Forward reaction prediction with 1.9M reactions from USPTO patents (1976-2016). Predict the product of the given reaction. (1) Given the reactants [CH3:1][C:2]1[CH:3]=[CH:4][CH:5]=[C:6]2[C:11]=1[N:10]=[C:9](Cl)[N:8]=[C:7]2Cl.[NH2:14][C:15]1[CH:22]=[CH:21][C:18]([CH2:19][NH2:20])=[CH:17][CH:16]=1.[Cl:23][C:24]1[CH:32]=[CH:31][C:27]([C:28](Cl)=[O:29])=[CH:26][CH:25]=1.[CH3:33][NH2:34], predict the reaction product. The product is: [Cl:23][C:24]1[CH:32]=[CH:31][C:27]([C:28]([NH:14][C:15]2[CH:22]=[CH:21][C:18]([CH2:19][NH:20][C:7]3[C:6]4[C:11](=[C:2]([CH3:1])[CH:3]=[CH:4][CH:5]=4)[N:10]=[C:9]([NH:34][CH3:33])[N:8]=3)=[CH:17][CH:16]=2)=[O:29])=[CH:26][CH:25]=1. (2) Given the reactants [F:1][C:2]1[C:7]([CH:8]=[O:9])=[CH:6][CH:5]=[CH:4][C:3]=1[NH:10][S:11]([C:14]1[CH:19]=[CH:18][C:17]([C:20]([F:23])([F:22])[F:21])=[CH:16][CH:15]=1)(=[O:13])=[O:12].[N:24]1[C:29]2[NH:30][CH:31]=[CH:32][C:28]=2[CH:27]=[N:26][CH:25]=1.[OH-].[K+].O, predict the reaction product. The product is: [F:1][C:2]1[C:7]([CH:8]([OH:9])[C:32]2[C:28]3[CH:27]=[N:26][CH:25]=[N:24][C:29]=3[NH:30][CH:31]=2)=[CH:6][CH:5]=[CH:4][C:3]=1[NH:10][S:11]([C:14]1[CH:19]=[CH:18][C:17]([C:20]([F:23])([F:21])[F:22])=[CH:16][CH:15]=1)(=[O:13])=[O:12].